From a dataset of NCI-60 drug combinations with 297,098 pairs across 59 cell lines. Regression. Given two drug SMILES strings and cell line genomic features, predict the synergy score measuring deviation from expected non-interaction effect. Drug 2: B(C(CC(C)C)NC(=O)C(CC1=CC=CC=C1)NC(=O)C2=NC=CN=C2)(O)O. Synergy scores: CSS=17.0, Synergy_ZIP=-2.14, Synergy_Bliss=-3.03, Synergy_Loewe=-26.4, Synergy_HSA=-3.06. Drug 1: CC1=C(C(=O)C2=C(C1=O)N3CC4C(C3(C2COC(=O)N)OC)N4)N. Cell line: TK-10.